Dataset: NCI-60 drug combinations with 297,098 pairs across 59 cell lines. Task: Regression. Given two drug SMILES strings and cell line genomic features, predict the synergy score measuring deviation from expected non-interaction effect. (1) Drug 1: CC1=C2C(C(=O)C3(C(CC4C(C3C(C(C2(C)C)(CC1OC(=O)C(C(C5=CC=CC=C5)NC(=O)OC(C)(C)C)O)O)OC(=O)C6=CC=CC=C6)(CO4)OC(=O)C)O)C)O. Drug 2: CCC1=C2CN3C(=CC4=C(C3=O)COC(=O)C4(CC)O)C2=NC5=C1C=C(C=C5)O. Cell line: 786-0. Synergy scores: CSS=12.8, Synergy_ZIP=-1.18, Synergy_Bliss=1.97, Synergy_Loewe=-10.9, Synergy_HSA=0.0353. (2) Drug 1: CN(CC1=CN=C2C(=N1)C(=NC(=N2)N)N)C3=CC=C(C=C3)C(=O)NC(CCC(=O)O)C(=O)O. Drug 2: CC1=C(C(=O)C2=C(C1=O)N3CC4C(C3(C2COC(=O)N)OC)N4)N. Cell line: OVCAR-4. Synergy scores: CSS=21.6, Synergy_ZIP=-4.81, Synergy_Bliss=-8.46, Synergy_Loewe=-8.75, Synergy_HSA=-8.09.